This data is from Full USPTO retrosynthesis dataset with 1.9M reactions from patents (1976-2016). The task is: Predict the reactants needed to synthesize the given product. (1) Given the product [Cl:1][C:2]1[C:3](=[O:32])[N:4]([CH2:20][CH2:21][C:22]2[CH:31]=[CH:30][C:25]([C:26]([O:28][CH3:29])=[O:27])=[CH:24][CH:23]=2)[C:5]([CH2:9][CH2:10][C:11]2[CH:16]=[CH:15][CH:14]=[CH:13][C:12]=2[O:17][CH2:18][CH3:19])=[C:6]([Cl:8])[CH:7]=1, predict the reactants needed to synthesize it. The reactants are: [Cl:1][C:2]1[C:3](=[O:32])[N:4]([CH2:20][CH2:21][C:22]2[CH:31]=[CH:30][C:25]([C:26]([O:28][CH3:29])=[O:27])=[CH:24][CH:23]=2)[C:5](/[CH:9]=[CH:10]/[C:11]2[CH:16]=[CH:15][CH:14]=[CH:13][C:12]=2[O:17][CH2:18][CH3:19])=[C:6]([Cl:8])[CH:7]=1. (2) The reactants are: Br[C:2]1[CH:3]=[CH:4][C:5]([N:15]([CH2:20][CH3:21])[CH2:16][CH:17]([CH3:19])[CH3:18])=[C:6](/[CH:8]=[CH:9]/[C:10]([O:12][CH2:13][CH3:14])=[O:11])[CH:7]=1.[CH2:22]([O:26][CH2:27][CH2:28][O:29][C:30]1[CH:35]=[CH:34][C:33](OB(O)O)=[CH:32][CH:31]=1)[CH2:23][CH2:24][CH3:25].C(=O)([O-])[O-].[K+].[K+]. Given the product [CH2:22]([O:26][CH2:27][CH2:28][O:29][C:30]1[CH:31]=[CH:32][C:33]([C:2]2[CH:3]=[CH:4][C:5]([N:15]([CH2:20][CH3:21])[CH2:16][CH:17]([CH3:19])[CH3:18])=[C:6](/[CH:8]=[CH:9]/[C:10]([O:12][CH2:13][CH3:14])=[O:11])[CH:7]=2)=[CH:34][CH:35]=1)[CH2:23][CH2:24][CH3:25], predict the reactants needed to synthesize it. (3) The reactants are: [NH2:1][C:2]1[CH:7]=[CH:6][C:5]([C:8]2[S:12][C:11]([CH2:13][CH2:14][NH:15][S:16]([C:19]([F:22])([F:21])[F:20])(=[O:18])=[O:17])=[N:10][CH:9]=2)=[CH:4][CH:3]=1.C(N(CC)CC)C.[Cl:30][C:31]1[CH:39]=[CH:38][CH:37]=[CH:36][C:32]=1[C:33](Cl)=[O:34]. Given the product [Cl:30][C:31]1[CH:39]=[CH:38][CH:37]=[CH:36][C:32]=1[C:33]([NH:1][C:2]1[CH:3]=[CH:4][C:5]([C:8]2[S:12][C:11]([CH2:13][CH2:14][NH:15][S:16]([C:19]([F:20])([F:21])[F:22])(=[O:18])=[O:17])=[N:10][CH:9]=2)=[CH:6][CH:7]=1)=[O:34], predict the reactants needed to synthesize it.